From a dataset of Full USPTO retrosynthesis dataset with 1.9M reactions from patents (1976-2016). Predict the reactants needed to synthesize the given product. (1) The reactants are: [CH3:1][N:2]([CH2:13][C:14]1[N:18]([CH2:19][CH:20]2[CH2:25][CH2:24][N:23](C(OC(C)(C)C)=O)[CH2:22][CH2:21]2)[C:17]2[CH:33]=[CH:34][CH:35]=[CH:36][C:16]=2[N:15]=1)[CH:3]1[C:12]2[N:11]=[CH:10][CH:9]=[CH:8][C:7]=2[CH2:6][CH2:5][CH2:4]1.Cl.O1CCOCC1. Given the product [CH3:1][N:2]([CH2:13][C:14]1[N:18]([CH2:19][CH:20]2[CH2:25][CH2:24][NH:23][CH2:22][CH2:21]2)[C:17]2[CH:33]=[CH:34][CH:35]=[CH:36][C:16]=2[N:15]=1)[CH:3]1[C:12]2[N:11]=[CH:10][CH:9]=[CH:8][C:7]=2[CH2:6][CH2:5][CH2:4]1, predict the reactants needed to synthesize it. (2) Given the product [CH:8]1([C:12]([C:13]2[CH:14]=[CH:15][C:16]([C:17]([O:19][CH2:20][CH3:21])=[O:18])=[CH:22][CH:23]=2)=[O:24])[CH2:11][CH2:10][CH2:9]1, predict the reactants needed to synthesize it. The reactants are: FC(F)(F)C(O)=O.[CH:8]1([CH:12]([OH:24])[C:13]2[CH:23]=[CH:22][C:16]([C:17]([O:19][CH2:20][CH3:21])=[O:18])=[CH:15][CH:14]=2)[CH2:11][CH2:10][CH2:9]1.CC(OI1(OC(C)=O)(OC(C)=O)OC(=O)C2C=CC=CC1=2)=O. (3) Given the product [NH2:22][C:21]1[CH:20]=[CH:19][C:18]([C:30]2[CH:31]=[CH:32][C:27]([NH:26][CH2:3][CH2:4][CH:5]3[CH2:8][CH2:9][CH2:2][N:6]3[CH3:7])=[N:28][CH:29]=2)=[CH:24][CH:23]=1, predict the reactants needed to synthesize it. The reactants are: Br[C:2]1[CH:9]=[CH:8][C:5]([NH:6][CH3:7])=[CH:4][CH:3]=1.CC1(C)C(C)(C)OB([C:18]2[CH:24]=[CH:23][C:21]([NH2:22])=[CH:20][CH:19]=2)O1.[NH2:26][C:27]1[CH:32]=[CH:31][C:30](B2OC(C)(C)C(C)(C)O2)=[CH:29][N:28]=1.